From a dataset of Full USPTO retrosynthesis dataset with 1.9M reactions from patents (1976-2016). Predict the reactants needed to synthesize the given product. (1) Given the product [CH3:19][C:18]([O:22][C:23]([NH:17][CH2:2][C:3]1([OH:1])[CH2:6][N:5]([C:7]([O:9][CH2:10][C:11]2[CH:16]=[CH:15][CH:14]=[CH:13][CH:12]=2)=[O:8])[CH2:4]1)=[O:25])([CH3:21])[CH3:20], predict the reactants needed to synthesize it. The reactants are: [O:1]1[C:3]2([CH2:6][N:5]([C:7]([O:9][CH2:10][C:11]3[CH:16]=[CH:15][CH:14]=[CH:13][CH:12]=3)=[O:8])[CH2:4]2)[CH2:2]1.[NH3:17].[C:18]([O:22][C:23]([O:25]C(OC(C)(C)C)=O)=O)([CH3:21])([CH3:20])[CH3:19]. (2) Given the product [Br:1][C:2]1[CH:3]=[CH:4][C:5]([C:6]([N:19]2[CH2:20][CH2:21][CH:17]([C:11]3[CH:16]=[CH:15][CH:14]=[CH:13][CH:12]=3)[CH2:18]2)=[O:8])=[CH:9][CH:10]=1, predict the reactants needed to synthesize it. The reactants are: [Br:1][C:2]1[CH:10]=[CH:9][C:5]([C:6]([OH:8])=O)=[CH:4][CH:3]=1.[C:11]1([CH:17]2[CH2:21][CH2:20][NH:19][CH2:18]2)[CH:16]=[CH:15][CH:14]=[CH:13][CH:12]=1.C(Cl)CCl.C1C=CC2N(O)N=NC=2C=1.CCN(C(C)C)C(C)C. (3) Given the product [Cl:8][C:9]1[CH:10]=[CH:11][C:12]([S:15][C:16]2[C:24]3[C:19](=[CH:20][CH:21]=[CH:22][C:23]=3[NH:25][C:5](=[O:7])[CH3:6])[NH:18][C:17]=2[CH3:27])=[CH:13][CH:14]=1, predict the reactants needed to synthesize it. The reactants are: C(O[C:5](=[O:7])[CH3:6])(=O)C.[Cl:8][C:9]1[CH:14]=[CH:13][C:12]([S:15][C:16]2[C:24]3[C:23](=[N:25]O)[CH2:22][CH2:21][CH2:20][C:19]=3[NH:18][C:17]=2[CH3:27])=[CH:11][CH:10]=1.[I-].[Na+]. (4) The reactants are: C[O:2][C:3]1[CH:8]=[CH:7][C:6]([C:9](=[O:15])[CH2:10][CH2:11][C:12]([OH:14])=[O:13])=[C:5]([CH3:16])[CH:4]=1.[C:17](O)(=O)[CH3:18].Br. Given the product [CH2:17]([O:14][C:12](=[O:13])[CH2:11][CH2:10][C:9]([C:6]1[CH:7]=[CH:8][C:3]([OH:2])=[CH:4][C:5]=1[CH3:16])=[O:15])[CH3:18], predict the reactants needed to synthesize it. (5) The reactants are: [F:1][C:2]1[CH:3]=[C:4]2[C:8](=[C:9]([F:11])[CH:10]=1)[NH:7][CH:6]=[C:5]2[CH2:12][CH2:13][CH2:14][NH:15][C@@H:16]1[CH2:25][C:24]2[C:23]([C:26]([NH2:28])=[O:27])=[CH:22][CH:21]=[C:20]([F:29])[C:19]=2[O:18][CH2:17]1.[CH:30]1([CH:33]=O)[CH2:32][CH2:31]1.C(O)(=O)C.C([BH3-])#N.[Na+]. Given the product [CH:30]1([CH2:33][N:15]([CH2:14][CH2:13][CH2:12][C:5]2[C:4]3[C:8](=[C:9]([F:11])[CH:10]=[C:2]([F:1])[CH:3]=3)[NH:7][CH:6]=2)[C@@H:16]2[CH2:25][C:24]3[C:23]([C:26]([NH2:28])=[O:27])=[CH:22][CH:21]=[C:20]([F:29])[C:19]=3[O:18][CH2:17]2)[CH2:32][CH2:31]1, predict the reactants needed to synthesize it. (6) Given the product [F:1][C:2]1[CH:3]=[C:4]([CH:33]=[CH:34][CH:35]=1)[CH2:5][N:6]1[C:14]2[C:9](=[CH:10][C:11]([NH:15][C:16]3[C:25]4[C:20](=[CH:21][CH:22]=[CH:23][C:24]=4[O:26][C@H:27]([CH3:32])[C:28]([NH:39][CH2:38][CH2:36][OH:37])=[O:29])[N:19]=[CH:18][N:17]=3)=[CH:12][CH:13]=2)[CH:8]=[N:7]1, predict the reactants needed to synthesize it. The reactants are: [F:1][C:2]1[CH:3]=[C:4]([CH:33]=[CH:34][CH:35]=1)[CH2:5][N:6]1[C:14]2[C:9](=[CH:10][C:11]([NH:15][C:16]3[C:25]4[C:20](=[CH:21][CH:22]=[CH:23][C:24]=4[O:26][C@H:27]([CH3:32])[C:28](OC)=[O:29])[N:19]=[CH:18][N:17]=3)=[CH:12][CH:13]=2)[CH:8]=[N:7]1.[CH2:36]([CH2:38][NH2:39])[OH:37]. (7) Given the product [CH:2]1[CH:3]=[C:4]([CH2:5][NH:6][C:45]2[N:50]=[CH:51][N:53]=[C:43]3[N:55]=[CH:56][NH:58][C:44]=23)[O:10][CH:8]=1, predict the reactants needed to synthesize it. The reactants are: N[C@H:2]([C:8]([OH:10])=O)[CH2:3][CH2:4][C:5](=O)[NH2:6].CC1(C)S[C@@H]2[C@H](NC(CC3C=CC=CC=3)=O)C(=O)N2[C@H]1C([O-])=O.[K+].C[C@@H]1O[C@@H](O[C@H]2[C@H](O)[C@@H](O)[C@H:45]([NH:50][C:51]([NH2:53])=N)[C@@H:44](O)[C@@H:43]2[NH:55][C:56]([NH2:58])=N)[C@H](O[C@@H]2O[C@@H](CO)[C@H](O)[C@@H](O)[C@@H]2NC)[C@@]1(O)C=O. (8) Given the product [CH2:4]([O:11][C:12]1[CH:13]=[CH:14][C:15]2[CH:19]([C:20]#[N:21])[CH2:18][C:16]=2[CH:17]=1)[C:5]1[CH:10]=[CH:9][CH:8]=[CH:7][CH:6]=1, predict the reactants needed to synthesize it. The reactants are: N.[NH2-].[Na+].[CH2:4]([O:11][C:12]1[CH:13]=[CH:14][C:15](Br)=[C:16]([CH2:18][CH2:19][C:20]#[N:21])[CH:17]=1)[C:5]1[CH:10]=[CH:9][CH:8]=[CH:7][CH:6]=1.[N+]([O-])([O-])=O.[NH4+]. (9) The reactants are: [C:1]1([N:7]2[CH:12]=[CH:11][C:10]([CH2:13][CH2:14][CH2:15][CH2:16][CH2:17][CH2:18][CH2:19][C:20]3[N:21]=[N:22][NH:23][CH:24]=3)=[C:9]([O:25]CC3C=CC=CC=3)[C:8]2=[O:33])[CH:6]=[CH:5][CH:4]=[CH:3][CH:2]=1.C1(N2C=CC(CCCC3N=NNC=3)=C(O)C2=O)C=CC=CC=1. Given the product [C:1]1([N:7]2[CH:12]=[CH:11][C:10]([CH2:13][CH2:14][CH2:15][CH2:16][CH2:17][CH2:18][CH2:19][C:20]3[N:21]=[N:22][NH:23][CH:24]=3)=[C:9]([OH:25])[C:8]2=[O:33])[CH:2]=[CH:3][CH:4]=[CH:5][CH:6]=1, predict the reactants needed to synthesize it. (10) Given the product [O:47]=[CH:46][CH:45]=[CH:48][C:3]1[CH:25]=[CH:24][C:6]([C:7]([NH:9][C:10]2[CH:15]=[CH:14][CH:13]=[CH:12][C:11]=2[NH:16][C:17](=[O:23])[O:18][C:19]([CH3:20])([CH3:21])[CH3:22])=[O:8])=[CH:5][CH:4]=1, predict the reactants needed to synthesize it. The reactants are: C([C:3]1[CH:25]=[CH:24][C:6]([C:7]([NH:9][C:10]2[CH:15]=[CH:14][CH:13]=[CH:12][C:11]=2[NH:16][C:17](=[O:23])[O:18][C:19]([CH3:22])([CH3:21])[CH3:20])=[O:8])=[CH:5][CH:4]=1)=O.C1(P(=[CH:45][CH:46]=[O:47])(C2C=CC=CC=2)C2C=CC=CC=2)C=CC=CC=1.[C:48]1(C)C=CC=CC=1.